From a dataset of Peptide-MHC class I binding affinity with 185,985 pairs from IEDB/IMGT. Regression. Given a peptide amino acid sequence and an MHC pseudo amino acid sequence, predict their binding affinity value. This is MHC class I binding data. (1) The peptide sequence is LTPERGWLST. The MHC is Mamu-A01 with pseudo-sequence Mamu-A01. The binding affinity (normalized) is 0. (2) The peptide sequence is RPLMKNTYL. The MHC is HLA-A69:01 with pseudo-sequence HLA-A69:01. The binding affinity (normalized) is 0.0847.